This data is from Forward reaction prediction with 1.9M reactions from USPTO patents (1976-2016). The task is: Predict the product of the given reaction. (1) The product is: [CH2:1]([C:3]1[C:12]2[C:7](=[CH:8][CH:9]=[CH:10][CH:11]=2)[C:6]([C:13]([NH:18][C:17]2[C:16]([C:15]([NH:31][CH2:30][CH:27]3[CH2:28][CH2:29][O:24][CH2:25][CH2:26]3)=[O:23])=[N:22][CH:21]=[CH:20][CH:19]=2)=[O:14])=[CH:5][CH:4]=1)[CH3:2]. Given the reactants [CH2:1]([C:3]1[C:12]2[C:7](=[CH:8][CH:9]=[CH:10][CH:11]=2)[C:6]([C:13]2[O:14][C:15](=[O:23])[C:16]3[N:22]=[CH:21][CH:20]=[CH:19][C:17]=3[N:18]=2)=[CH:5][CH:4]=1)[CH3:2].[O:24]1[CH2:29][CH2:28][CH:27]([CH2:30][NH2:31])[CH2:26][CH2:25]1, predict the reaction product. (2) Given the reactants [CH3:1][C:2]1[CH:7]=[C:6]([C:8]2O[C:10](=[O:18])[C:11]3[CH:17]=[N:16][CH:15]=[CH:14][C:12]=3[N:13]=2)[CH:5]=[C:4]([CH3:19])[C:3]=1[O:20][C:21](=[O:23])[CH3:22].[CH:24]([C:28]1[CH:34]=[CH:33][C:31]([NH2:32])=[CH:30][CH:29]=1)([CH2:26][CH3:27])[CH3:25], predict the reaction product. The product is: [CH:24]([C:28]1[CH:29]=[CH:30][C:31]([N:32]2[C:10](=[O:18])[C:11]3[CH:17]=[N:16][CH:15]=[CH:14][C:12]=3[N:13]=[C:8]2[C:6]2[CH:5]=[C:4]([CH3:19])[C:3]([O:20][C:21](=[O:23])[CH3:22])=[C:2]([CH3:1])[CH:7]=2)=[CH:33][CH:34]=1)([CH2:26][CH3:27])[CH3:25]. (3) Given the reactants [OH:1][C:2]1[CH:11]=[CH:10][C:5]([C:6]([NH:8][NH2:9])=[O:7])=[CH:4][CH:3]=1.[Cl:12][C:13]1[CH:14]=[C:15]([N:19]=[C:20]=S)[CH:16]=[CH:17][CH:18]=1, predict the reaction product. The product is: [Cl:12][C:13]1[CH:14]=[C:15]([NH:19][C:20]2[O:7][C:6]([C:5]3[CH:10]=[CH:11][C:2]([OH:1])=[CH:3][CH:4]=3)=[N:8][N:9]=2)[CH:16]=[CH:17][CH:18]=1. (4) Given the reactants P(C(C)(C)C)(C(C)(C)C)C(C)(C)C.Br[C:15]1[CH:16]=[C:17]2[C:21](=[CH:22][CH:23]=1)[N:20]([CH:24]1[CH2:28][CH2:27][N:26]([C:29]([O:31][C:32]([CH3:35])([CH3:34])[CH3:33])=[O:30])[CH2:25]1)[CH2:19][CH2:18]2.[Li+].C[Si]([N-:41][Si](C)(C)C)(C)C.CCCC[N+](CCCC)(CCCC)CCCC.[F-], predict the reaction product. The product is: [NH2:41][C:15]1[CH:16]=[C:17]2[C:21](=[CH:22][CH:23]=1)[N:20]([CH:24]1[CH2:28][CH2:27][N:26]([C:29]([O:31][C:32]([CH3:35])([CH3:34])[CH3:33])=[O:30])[CH2:25]1)[CH2:19][CH2:18]2. (5) Given the reactants [C:1]([C:3]1[C@@H:8]([C:9]2[CH:14]=[CH:13][C:12]([C:15]#[N:16])=[CH:11][C:10]=2[S:17]([CH3:20])(=[O:19])=[O:18])[N:7]([C:21](OC2C=CC([N+]([O-])=O)=CC=2)=[O:22])[C:6](=[O:33])[N:5]([C:34]2[CH:39]=[CH:38][CH:37]=[C:36]([C:40]([F:43])([F:42])[F:41])[CH:35]=2)[C:4]=1[CH3:44])#[N:2].[NH:45]1[CH2:49][CH2:48][CH:47]([OH:50])[CH2:46]1, predict the reaction product. The product is: [C:15]([C:12]1[CH:13]=[CH:14][C:9]([C@@H:8]2[C:3]([C:1]#[N:2])=[C:4]([CH3:44])[N:5]([C:34]3[CH:39]=[CH:38][CH:37]=[C:36]([C:40]([F:42])([F:43])[F:41])[CH:35]=3)[C:6](=[O:33])[N:7]2[C:21]([N:45]2[CH2:49][CH2:48][CH:47]([OH:50])[CH2:46]2)=[O:22])=[C:10]([S:17]([CH3:20])(=[O:19])=[O:18])[CH:11]=1)#[N:16]. (6) Given the reactants [NH2:1][C:2]1[N:3]=[C:4]([C:13]2[CH:18]=[CH:17][C:16]([Cl:19])=[CH:15][C:14]=2[Cl:20])[C:5]2[CH:10]=[C:9]([CH2:11][OH:12])[S:8][C:6]=2[N:7]=1.CC(C)=O.OS(O)(=O)=O.O=[Cr](=O)=O, predict the reaction product. The product is: [NH2:1][C:2]1[N:3]=[C:4]([C:13]2[CH:18]=[CH:17][C:16]([Cl:19])=[CH:15][C:14]=2[Cl:20])[C:5]2[CH:10]=[C:9]([CH:11]=[O:12])[S:8][C:6]=2[N:7]=1. (7) Given the reactants [C:1]([S:14]([N:17]([CH2:19][CH2:20][OH:21])[CH3:18])(=[O:16])=[O:15])([C:4]([C:7]([C:10]([F:13])([F:12])[F:11])([F:9])[F:8])([F:6])[F:5])([F:3])[F:2].[SH:22][CH2:23][C:24](O)=[O:25], predict the reaction product. The product is: [C:1]([S:14]([N:17]([CH2:19][CH2:20][O:21][C:24]([CH2:23][SH:22])=[O:25])[CH3:18])(=[O:15])=[O:16])([C:4]([C:7]([C:10]([F:11])([F:12])[F:13])([F:9])[F:8])([F:6])[F:5])([F:3])[F:2].